From a dataset of Reaction yield outcomes from USPTO patents with 853,638 reactions. Predict the reaction yield, written as a fraction of the theoretical maximum amount of product (1.0 means a 100% yield; for example, 0.34 means a 34% yield). (1) The reactants are Br[C:2]1[CH:19]=[CH:18][C:5]([CH2:6][N:7]([CH:15]([CH3:17])[CH3:16])[C:8]2[CH:13]=[CH:12][C:11]([F:14])=[CH:10][CH:9]=2)=[CH:4][CH:3]=1.Br[C:21]1[CH:28]=[CH:27][C:24]([CH:25]=[O:26])=[CH:23][CH:22]=1.OCC1SC(B(O)O)=CC=1. No catalyst specified. The product is [F:14][C:11]1[CH:12]=[CH:13][C:8]([N:7]([CH2:6][C:5]2[CH:18]=[CH:19][C:2]([C:21]3[CH:28]=[CH:27][C:24]([CH:25]=[O:26])=[CH:23][CH:22]=3)=[CH:3][CH:4]=2)[CH:15]([CH3:17])[CH3:16])=[CH:9][CH:10]=1. The yield is 0.650. (2) The reactants are [Cl:1][C:2]1[C:3]2[CH:10]=[CH:9][N:8]([C@@H:11]3[CH2:15][C@H:14]([CH2:16][OH:17])[C@@H:13]([OH:18])[C@H:12]3[OH:19])[C:4]=2[N:5]=[CH:6][N:7]=1.CO[C:22](OC)([CH3:24])[CH3:23].O.C1(C)C=CC(S(O)(=O)=O)=CC=1.C([O-])(O)=O.[Na+]. No catalyst specified. The product is [Cl:1][C:2]1[C:3]2[CH:10]=[CH:9][N:8]([C@H:11]3[C@@H:12]4[O:19][C:22]([CH3:24])([CH3:23])[O:18][C@@H:13]4[C@@H:14]([CH2:16][OH:17])[CH2:15]3)[C:4]=2[N:5]=[CH:6][N:7]=1. The yield is 0.700. (3) The reactants are [Cl:1][C:2]1[CH:7]=[CH:6][C:5](B(O)O)=[CH:4][CH:3]=1.C(O[I:15](OC(=O)C)[C:16]1[C:21]([CH3:22])=[CH:20][C:19]([CH3:23])=[CH:18][C:17]=1[CH3:24])(=O)C.[F:29][B-:30]([F:33])([F:32])[F:31].C1([I+]C2C=CC=CC=2)C=CC=CC=1.F[B-](F)(F)F.[Na+]. The catalyst is C(Cl)Cl. The product is [F:29][B-:30]([F:33])([F:32])[F:31].[Cl:1][C:2]1[CH:7]=[CH:6][C:5]([I+:15][C:16]2[C:21]([CH3:22])=[CH:20][C:19]([CH3:23])=[CH:18][C:17]=2[CH3:24])=[CH:4][CH:3]=1. The yield is 0.935. (4) The reactants are [NH2:1][C:2]1[C:10]([CH3:11])=[C:9]([O:12][CH3:13])[CH:8]=[CH:7][C:3]=1[C:4]([NH2:6])=[O:5].C(N)(=O)C1C=CC=CC=1.[F:23][C:24]1[CH:25]=[C:26]([CH:30]=[CH:31][CH:32]=1)[C:27](Cl)=O. No catalyst specified. The product is [F:23][C:24]1[CH:25]=[C:26]([C:27]2[N:6]=[C:4]([OH:5])[C:3]3[C:2](=[C:10]([CH3:11])[C:9]([O:12][CH3:13])=[CH:8][CH:7]=3)[N:1]=2)[CH:30]=[CH:31][CH:32]=1. The yield is 0.730. (5) The reactants are Cl.[Br:2][C:3]1[CH:19]=[CH:18][C:6]([O:7][CH:8]2[CH2:17][CH2:16][C:11]3(OCC[O:12]3)[CH2:10][CH2:9]2)=[CH:5][CH:4]=1.C(=O)(O)[O-].[Na+]. The catalyst is C1COCC1. The product is [Br:2][C:3]1[CH:4]=[CH:5][C:6]([O:7][CH:8]2[CH2:9][CH2:10][C:11](=[O:12])[CH2:16][CH2:17]2)=[CH:18][CH:19]=1. The yield is 0.870. (6) The reactants are [Cl:1][C:2]1[C:10]([Cl:11])=[CH:9][C:5]2[N:6]=[CH:7][NH:8][C:4]=2[CH:3]=1.[H-].[Na+].[CH:14]12[O:20][CH:15]1[CH2:16][CH2:17][CH2:18][CH2:19]2.Cl. The catalyst is CN(C)C=O. The product is [Cl:11][C:10]1[C:2]([Cl:1])=[CH:3][C:4]2[N:8]([C@@H:14]3[CH2:19][CH2:18][CH2:17][CH2:16][C@H:15]3[OH:20])[CH:7]=[N:6][C:5]=2[CH:9]=1. The yield is 0.880.